Dataset: Reaction yield outcomes from USPTO patents with 853,638 reactions. Task: Predict the reaction yield, written as a fraction of the theoretical maximum amount of product (1.0 means a 100% yield; for example, 0.34 means a 34% yield). The reactants are [NH:1]1[C:5]2[CH:6]=[CH:7][CH:8]=[CH:9][C:4]=2[N:3]=[C:2]1[CH2:10][N:11]([CH2:22][C:23]1[CH:30]=[CH:29][C:26]([CH:27]=O)=[CH:25][CH:24]=1)[CH:12]1[C:21]2[N:20]=[CH:19][CH:18]=[CH:17][C:16]=2[CH2:15][CH2:14][CH2:13]1.[CH3:31][NH2:32].[BH4-].[Na+]. The catalyst is CO. The product is [NH:1]1[C:5]2[CH:6]=[CH:7][CH:8]=[CH:9][C:4]=2[N:3]=[C:2]1[CH2:10][N:11]([CH2:22][C:23]1[CH:30]=[CH:29][C:26]([CH2:27][NH:32][CH3:31])=[CH:25][CH:24]=1)[CH:12]1[C:21]2[N:20]=[CH:19][CH:18]=[CH:17][C:16]=2[CH2:15][CH2:14][CH2:13]1. The yield is 0.590.